This data is from Reaction yield outcomes from USPTO patents with 853,638 reactions. The task is: Predict the reaction yield, written as a fraction of the theoretical maximum amount of product (1.0 means a 100% yield; for example, 0.34 means a 34% yield). (1) The reactants are [NH2:1][C:2]1[CH:7]=[CH:6][C:5]([C@@H:8]([CH3:13])[C:9]([O:11][CH3:12])=[O:10])=[CH:4][CH:3]=1.C1(C)C=CC=CC=1.[O-:21][C:22]#[N:23].[Na+]. The yield is 0.550. No catalyst specified. The product is [C:22]([NH:1][C:2]1[CH:3]=[CH:4][C:5]([C@@H:8]([CH3:13])[C:9]([O:11][CH3:12])=[O:10])=[CH:6][CH:7]=1)(=[O:21])[NH2:23]. (2) The reactants are [C:1]([O:5][C:6]([NH:8][C@H:9]1[CH2:14][C@@H:13]([O:15][Si](C(C)(C)C)(C)C)[CH2:12][N:11]([C:23]([O:25][CH2:26][C:27]2[CH:32]=[CH:31][CH:30]=[CH:29][CH:28]=2)=[O:24])[CH2:10]1)=[O:7])([CH3:4])([CH3:3])[CH3:2].CCCC[N+](CCCC)(CCCC)CCCC.[F-]. The catalyst is C1COCC1.C(OCC)(=O)C. The product is [C:1]([O:5][C:6]([NH:8][C@H:9]1[CH2:14][C@@H:13]([OH:15])[CH2:12][N:11]([C:23]([O:25][CH2:26][C:27]2[CH:32]=[CH:31][CH:30]=[CH:29][CH:28]=2)=[O:24])[CH2:10]1)=[O:7])([CH3:4])([CH3:2])[CH3:3]. The yield is 1.00. (3) The reactants are [BH4-].[Na+].[CH3:3][C:4]1([CH3:11])[CH2:9][CH2:8][C:7](=[O:10])[CH:6]=[CH:5]1. The catalyst is CO.O. The product is [CH3:3][C:4]1([CH3:11])[CH2:9][CH2:8][CH:7]([OH:10])[CH:6]=[CH:5]1. The yield is 0.880. (4) The product is [Cl:32][C:18]1[CH:17]=[CH:16][N:15]=[C:14]([NH:13][C:9]2[CH:10]=[CH:11][CH:12]=[C:7]([C:5]3[N:6]=[C:2]([CH3:1])[S:3][CH:4]=3)[CH:8]=2)[N:19]=1. The reactants are [CH3:1][C:2]1[S:3][CH:4]=[C:5]([C:7]2[CH:8]=[C:9]([NH:13][C:14]3[NH:19][C:18](=O)[CH:17]=[CH:16][N:15]=3)[CH:10]=[CH:11][CH:12]=2)[N:6]=1.CN(C)C1C=CC=CC=1.P(Cl)(Cl)([Cl:32])=O. The yield is 0.470. No catalyst specified.